Predict which catalyst facilitates the given reaction. From a dataset of Catalyst prediction with 721,799 reactions and 888 catalyst types from USPTO. (1) Reactant: [OH:1][C:2]1[C:11]2[C:6](=[N:7][CH:8]=[CH:9][CH:10]=2)[N:5]([CH2:12][CH2:13][CH:14]([CH3:16])[CH3:15])[C:4](=[O:17])[C:3]=1[C:18]1[NH:23][C:22]2[CH:24]=[CH:25][C:26]([NH:28][S:29]([N:32]3CCOC3=O)(=[O:31])=[O:30])=[CH:27][C:21]=2[S:20](=[O:39])(=[O:38])[N:19]=1.[CH3:40][C:41]([O:44][C:45]([NH:47][CH2:48][CH2:49]N)=[O:46])([CH3:43])[CH3:42]. Product: [OH:1][C:2]1[C:11]2[C:6](=[N:7][CH:8]=[CH:9][CH:10]=2)[N:5]([CH2:12][CH2:13][CH:14]([CH3:16])[CH3:15])[C:4](=[O:17])[C:3]=1[C:18]1[NH:23][C:22]2[CH:24]=[CH:25][C:26]([NH:28][S:29]([NH:32][CH2:49][CH2:48][NH:47][C:45](=[O:46])[O:44][C:41]([CH3:43])([CH3:42])[CH3:40])(=[O:30])=[O:31])=[CH:27][C:21]=2[S:20](=[O:38])(=[O:39])[N:19]=1. The catalyst class is: 10. (2) Reactant: CO.C(OC(=O)[N:9]([CH2:30][C:31]1[CH:40]=[CH:39][C:34]2[O:35][CH2:36][CH2:37][O:38][C:33]=2[CH:32]=1)[CH:10]1[CH2:15][CH2:14][N:13]([CH2:16][CH2:17][N:18]2[C:27]3[C:22](=[CH:23][CH:24]=[C:25]([CH3:28])[CH:26]=3)[CH:21]=[CH:20][C:19]2=[O:29])[CH2:12][CH2:11]1)(C)(C)C.[ClH:42].C(OCC)(=O)C. Product: [ClH:42].[O:35]1[C:34]2[CH:39]=[CH:40][C:31]([CH2:30][NH:9][CH:10]3[CH2:11][CH2:12][N:13]([CH2:16][CH2:17][N:18]4[C:27]5[C:22](=[CH:23][CH:24]=[C:25]([CH3:28])[CH:26]=5)[CH:21]=[CH:20][C:19]4=[O:29])[CH2:14][CH2:15]3)=[CH:32][C:33]=2[O:38][CH2:37][CH2:36]1. The catalyst class is: 13. (3) Reactant: [CH3:1][O:2][N:3]1[CH2:8][CH2:7][CH2:6][CH2:5][C:4]1=O.[Li+].CC([N-]C(C)C)C.C1C=CC(N([S:32]([C:35]([F:38])([F:37])[F:36])(=[O:34])=[O:33])[S:32]([C:35]([F:38])([F:37])[F:36])(=[O:34])=[O:33])=CC=1.C1C[O:42]CC1. Product: [CH3:1][O:2][N:3]1[CH2:8][CH:7]=[C:6]([O:33][S:32]([C:35]([F:38])([F:37])[F:36])(=[O:42])=[O:34])[CH2:5][CH2:4]1. The catalyst class is: 25. (4) Reactant: [Br:1]Br.[C:3]1(=[O:10])[NH:8][C:7](=[O:9])[CH2:6][CH2:5][CH2:4]1.Br. The catalyst class is: 22. Product: [Br:1][CH:4]1[CH2:5][CH2:6][C:7](=[O:9])[NH:8][C:3]1=[O:10].